From a dataset of Catalyst prediction with 721,799 reactions and 888 catalyst types from USPTO. Predict which catalyst facilitates the given reaction. (1) Reactant: [C:1](Cl)(=[O:8])[C:2]1[CH:7]=[CH:6][CH:5]=[CH:4][CH:3]=1.[F:10][C:11]1[CH:40]=[CH:39][C:14]([CH2:15][O:16][C:17]2[CH:22]=[CH:21][CH:20]=[CH:19][C:18]=2[C:23]2[N:24]([C:29]3[CH:30]=[C:31]([S:35]([NH2:38])(=[O:37])=[O:36])[CH:32]=[CH:33][CH:34]=3)[C:25]([CH3:28])=[CH:26][CH:27]=2)=[CH:13][CH:12]=1.C(N(CC)CC)C. Product: [F:10][C:11]1[CH:12]=[CH:13][C:14]([CH2:15][O:16][C:17]2[CH:22]=[CH:21][CH:20]=[CH:19][C:18]=2[C:23]2[N:24]([C:29]3[CH:30]=[C:31]([S:35]([NH:38][C:1]([C:2]4[CH:7]=[CH:6][CH:5]=[CH:4][CH:3]=4)=[O:8])(=[O:36])=[O:37])[CH:32]=[CH:33][CH:34]=3)[C:25]([CH3:28])=[CH:26][CH:27]=2)=[CH:39][CH:40]=1. The catalyst class is: 166. (2) Reactant: [C:1]([O:4][C:5]1[CH:16]=[CH:15][C:8]2[S:9][CH:10]=[C:11]([C:12](O)=[O:13])[C:7]=2[CH:6]=1)(=[O:3])[CH3:2].S(Cl)([Cl:19])=O. Product: [C:1]([O:4][C:5]1[CH:16]=[CH:15][C:8]2[S:9][CH:10]=[C:11]([C:12]([Cl:19])=[O:13])[C:7]=2[CH:6]=1)(=[O:3])[CH3:2]. The catalyst class is: 885. (3) Reactant: [C:1]([O:5][C:6]([N:8]1[CH2:11][CH:10]([O:12][C:13]2[CH:18]=[CH:17][C:16]([NH:19][C:20]([C:22]3[S:23][C:24]([C:30]4[CH:35]=[CH:34][C:33]([Cl:36])=[CH:32][CH:31]=4)=[CH:25][C:26]=3[CH2:27][CH2:28]O)=[O:21])=[CH:15][C:14]=2[O:37][CH3:38])[CH2:9]1)=[O:7])([CH3:4])([CH3:3])[CH3:2].C(P(CCCC)CCCC)CCC.N(C(OC(C)C)=O)=NC(OC(C)C)=O. Product: [C:1]([O:5][C:6]([N:8]1[CH2:11][CH:10]([O:12][C:13]2[CH:18]=[CH:17][C:16]([N:19]3[CH2:28][CH2:27][C:26]4[CH:25]=[C:24]([C:30]5[CH:31]=[CH:32][C:33]([Cl:36])=[CH:34][CH:35]=5)[S:23][C:22]=4[C:20]3=[O:21])=[CH:15][C:14]=2[O:37][CH3:38])[CH2:9]1)=[O:7])([CH3:4])([CH3:3])[CH3:2]. The catalyst class is: 7. (4) Reactant: [CH2:1]([O:3][C:4]([N:6]1[C:15]2[C:10](=[CH:11][C:12]([C:16]([F:19])([F:18])[F:17])=[CH:13][CH:14]=2)[C:9](=O)[CH2:8][C@H:7]1[CH2:21][CH3:22])=[O:5])[CH3:2].O.[NH2:24][NH2:25]. Product: [CH2:1]([O:3][C:4]([N:6]1[C:15]2[C:10](=[CH:11][C:12]([C:16]([F:19])([F:18])[F:17])=[CH:13][CH:14]=2)[C:9](=[N:24][NH2:25])[CH2:8][C@H:7]1[CH2:21][CH3:22])=[O:5])[CH3:2]. The catalyst class is: 8. (5) Reactant: [Br:1][C:2]1[CH:3]=[C:4]([NH2:9])[C:5]([NH2:8])=[CH:6][CH:7]=1.C(N(CC)CC)C.Cl[C:18](Cl)([O:20]C(=O)OC(Cl)(Cl)Cl)Cl. Product: [Br:1][C:2]1[CH:7]=[CH:6][C:5]2[NH:8][C:18](=[O:20])[NH:9][C:4]=2[CH:3]=1. The catalyst class is: 12. (6) Reactant: Br[C:2]1[N:7]=[C:6]([C:8]([OH:10])=[O:9])[CH:5]=[CH:4][CH:3]=1.[C:11]1(B(O)O)[CH2:16][CH2:15][CH2:14][CH2:13][CH:12]=1.C(=O)([O-])[O-].[K+].[K+]. Product: [C:11]1([C:2]2[N:7]=[C:6]([C:8]([OH:10])=[O:9])[CH:5]=[CH:4][CH:3]=2)[CH2:16][CH2:15][CH2:14][CH2:13][CH:12]=1. The catalyst class is: 6. (7) Reactant: [H-].[Al+3].[Li+].[H-].[H-].[H-].[CH3:7][O:8][CH2:9][CH2:10][CH2:11][N:12]1[CH2:17][CH2:16][CH:15]([C:18]([NH2:20])=O)[CH2:14][CH2:13]1.O.[OH-].[Na+]. Product: [CH3:7][O:8][CH2:9][CH2:10][CH2:11][N:12]1[CH2:13][CH2:14][CH:15]([CH2:18][NH2:20])[CH2:16][CH2:17]1. The catalyst class is: 7.